Dataset: NCI-60 drug combinations with 297,098 pairs across 59 cell lines. Task: Regression. Given two drug SMILES strings and cell line genomic features, predict the synergy score measuring deviation from expected non-interaction effect. Drug 1: CC(CN1CC(=O)NC(=O)C1)N2CC(=O)NC(=O)C2. Drug 2: CC1C(C(CC(O1)OC2CC(CC3=C2C(=C4C(=C3O)C(=O)C5=C(C4=O)C(=CC=C5)OC)O)(C(=O)CO)O)N)O.Cl. Cell line: HL-60(TB). Synergy scores: CSS=47.3, Synergy_ZIP=-7.36, Synergy_Bliss=-13.8, Synergy_Loewe=-11.8, Synergy_HSA=-10.1.